This data is from Serine/threonine kinase 33 screen with 319,792 compounds. The task is: Binary Classification. Given a drug SMILES string, predict its activity (active/inactive) in a high-throughput screening assay against a specified biological target. (1) The drug is S(=O)(=O)(N(C)C)c1ccc(cc1)C(=O)NCc1n(c(SCC(OC)=O)nn1)C. The result is 0 (inactive). (2) The compound is S=C(N(CCCN1CCOCC1)C(c1oc2c(c1)cccc2OC)C)Nc1cc(cc(c1)C)C. The result is 0 (inactive). (3) The compound is S(=O)(=O)(N1CCCCCC1)c1cc(c(OC)cc1)C(=O)N(Cc1ccccc1)CCOC. The result is 0 (inactive). (4) The drug is S(CC(=O)c1ccc([N+]([O-])=O)cc1)c1oc(nn1)c1occc1. The result is 0 (inactive). (5) The compound is O(CC)C(=O)c1nonc1NC(=O)C. The result is 0 (inactive).